Task: Regression. Given two drug SMILES strings and cell line genomic features, predict the synergy score measuring deviation from expected non-interaction effect.. Dataset: NCI-60 drug combinations with 297,098 pairs across 59 cell lines (1) Drug 1: CS(=O)(=O)C1=CC(=C(C=C1)C(=O)NC2=CC(=C(C=C2)Cl)C3=CC=CC=N3)Cl. Drug 2: CC1=CC2C(CCC3(C2CCC3(C(=O)C)OC(=O)C)C)C4(C1=CC(=O)CC4)C. Cell line: A549. Synergy scores: CSS=19.1, Synergy_ZIP=4.64, Synergy_Bliss=8.12, Synergy_Loewe=7.92, Synergy_HSA=9.32. (2) Drug 1: CNC(=O)C1=NC=CC(=C1)OC2=CC=C(C=C2)NC(=O)NC3=CC(=C(C=C3)Cl)C(F)(F)F. Drug 2: N.N.Cl[Pt+2]Cl. Cell line: COLO 205. Synergy scores: CSS=11.5, Synergy_ZIP=-5.78, Synergy_Bliss=0.868, Synergy_Loewe=-10.4, Synergy_HSA=-0.227. (3) Drug 1: CC(CN1CC(=O)NC(=O)C1)N2CC(=O)NC(=O)C2. Drug 2: CCC1(C2=C(COC1=O)C(=O)N3CC4=CC5=C(C=CC(=C5CN(C)C)O)N=C4C3=C2)O.Cl. Cell line: SR. Synergy scores: CSS=81.6, Synergy_ZIP=1.22, Synergy_Bliss=1.55, Synergy_Loewe=3.23, Synergy_HSA=6.75. (4) Synergy scores: CSS=4.37, Synergy_ZIP=2.42, Synergy_Bliss=6.43, Synergy_Loewe=3.19, Synergy_HSA=3.43. Cell line: U251. Drug 1: CC1CCC2CC(C(=CC=CC=CC(CC(C(=O)C(C(C(=CC(C(=O)CC(OC(=O)C3CCCCN3C(=O)C(=O)C1(O2)O)C(C)CC4CCC(C(C4)OC)OCCO)C)C)O)OC)C)C)C)OC. Drug 2: CC(C)CN1C=NC2=C1C3=CC=CC=C3N=C2N. (5) Drug 1: C(CC(=O)O)C(=O)CN.Cl. Drug 2: C1CC(=O)NC(=O)C1N2C(=O)C3=CC=CC=C3C2=O. Cell line: OVCAR3. Synergy scores: CSS=24.8, Synergy_ZIP=2.80, Synergy_Bliss=5.14, Synergy_Loewe=3.57, Synergy_HSA=2.46. (6) Drug 1: CCC1=CC2CC(C3=C(CN(C2)C1)C4=CC=CC=C4N3)(C5=C(C=C6C(=C5)C78CCN9C7C(C=CC9)(C(C(C8N6C)(C(=O)OC)O)OC(=O)C)CC)OC)C(=O)OC.C(C(C(=O)O)O)(C(=O)O)O. Drug 2: COC1=NC(=NC2=C1N=CN2C3C(C(C(O3)CO)O)O)N. Cell line: T-47D. Synergy scores: CSS=24.7, Synergy_ZIP=-0.579, Synergy_Bliss=2.45, Synergy_Loewe=-26.5, Synergy_HSA=0.632. (7) Drug 1: CCCCCOC(=O)NC1=NC(=O)N(C=C1F)C2C(C(C(O2)C)O)O. Drug 2: CC(C)(C#N)C1=CC(=CC(=C1)CN2C=NC=N2)C(C)(C)C#N. Cell line: 786-0. Synergy scores: CSS=-0.988, Synergy_ZIP=0.671, Synergy_Bliss=0.343, Synergy_Loewe=-2.74, Synergy_HSA=-2.08. (8) Drug 1: C1=CN(C(=O)N=C1N)C2C(C(C(O2)CO)O)O.Cl. Drug 2: C1CN1C2=NC(=NC(=N2)N3CC3)N4CC4. Cell line: HOP-92. Synergy scores: CSS=36.8, Synergy_ZIP=-5.08, Synergy_Bliss=0.110, Synergy_Loewe=4.18, Synergy_HSA=5.52. (9) Drug 1: C1=CN(C(=O)N=C1N)C2C(C(C(O2)CO)O)O.Cl. Synergy scores: CSS=16.2, Synergy_ZIP=-6.77, Synergy_Bliss=1.86, Synergy_Loewe=-7.07, Synergy_HSA=1.14. Cell line: SN12C. Drug 2: C1=CN(C=N1)CC(O)(P(=O)(O)O)P(=O)(O)O. (10) Drug 2: C1=NC2=C(N=C(N=C2N1C3C(C(C(O3)CO)O)F)Cl)N. Synergy scores: CSS=15.7, Synergy_ZIP=-6.98, Synergy_Bliss=-2.25, Synergy_Loewe=-13.2, Synergy_HSA=-0.512. Drug 1: CN1C2=C(C=C(C=C2)N(CCCl)CCCl)N=C1CCCC(=O)O.Cl. Cell line: SK-OV-3.